Dataset: Full USPTO retrosynthesis dataset with 1.9M reactions from patents (1976-2016). Task: Predict the reactants needed to synthesize the given product. (1) Given the product [NH:12]1[CH2:13][CH:10]([O:9][C:8]2[CH:21]=[CH:22][C:5]([CH2:4][N:2]3[CH2:3][CH2:25][CH2:1]3)=[CH:6][CH:7]=2)[CH2:11]1, predict the reactants needed to synthesize it. The reactants are: [CH3:1][N:2]([CH2:4][C:5]1[CH:22]=[CH:21][C:8]([O:9][CH:10]2[CH2:13][N:12](C(OC(C)(C)C)=O)[CH2:11]2)=[CH:7][C:6]=1C)[CH3:3].N1CC(OC2C=CC(CN(C)C)=C(C)C=2)[CH2:25]1.N1CCC1.OC1C=CC(C=O)=CC=1. (2) Given the product [Cl:46][C:47]1[S:51][C:50]([S:52]([NH:55][C:22](=[O:23])[CH2:21][CH:18]2[CH2:17][CH2:16][N:15]([C:4]3[C:3]([C:1]#[N:2])=[CH:8][C:7]([C:9]([O:11][CH2:12][CH3:13])=[O:10])=[C:6]([CH3:14])[N:5]=3)[CH2:20][CH2:19]2)(=[O:54])=[O:53])=[CH:49][CH:48]=1, predict the reactants needed to synthesize it. The reactants are: [C:1]([C:3]1[C:4]([N:15]2[CH2:20][CH2:19][CH:18]([CH2:21][C:22](O)=[O:23])[CH2:17][CH2:16]2)=[N:5][C:6]([CH3:14])=[C:7]([C:9]([O:11][CH2:12][CH3:13])=[O:10])[CH:8]=1)#[N:2].CCN=C=NCCCN(C)C.C1C=CC2N(O)N=NC=2C=1.[Cl:46][C:47]1[S:51][C:50]([S:52]([NH2:55])(=[O:54])=[O:53])=[CH:49][CH:48]=1.CCN(C(C)C)C(C)C. (3) Given the product [OH:13][CH2:14][C@@H:15]1[CH2:20][C:19](=[O:21])[CH2:18][CH2:17][C@@H:16]1[NH:22][C:23](=[O:32])[O:24][CH2:25][C:26]1[CH:31]=[CH:30][CH:29]=[CH:28][CH:27]=1, predict the reactants needed to synthesize it. The reactants are: C(O)(=O)C.O.[Si]([O:13][CH2:14][C@@H:15]1[CH2:20][C:19](=[O:21])[CH2:18][CH2:17][C@@H:16]1[NH:22][C:23](=[O:32])[O:24][CH2:25][C:26]1[CH:31]=[CH:30][CH:29]=[CH:28][CH:27]=1)(C(C)(C)C)(C)C. (4) The reactants are: [O:1]=[C:2]1[NH:7][CH2:6][CH2:5][N:4]([S:8]([NH2:11])(=[O:10])=[O:9])[CH2:3]1.Cl[C:13]1[CH:18]=[C:17]([O:19][CH3:20])[N:16]=[C:15]([S:21][CH2:22][C:23]2[CH:28]=[CH:27][CH:26]=[C:25]([F:29])[C:24]=2[F:30])[N:14]=1. Given the product [F:30][C:24]1[C:25]([F:29])=[CH:26][CH:27]=[CH:28][C:23]=1[CH2:22][S:21][C:15]1[N:14]=[C:13]([NH:11][S:8]([N:4]2[CH2:5][CH2:6][NH:7][C:2](=[O:1])[CH2:3]2)(=[O:10])=[O:9])[CH:18]=[C:17]([O:19][CH3:20])[N:16]=1, predict the reactants needed to synthesize it. (5) Given the product [C:28]1([C:31]2[CH:36]=[CH:35][CH:34]=[CH:33][CH:32]=2)[CH:29]=[CH:30][C:25]([C:23]([N:16]2[CH2:17][C:18](=[N:20][O:21][CH3:22])[CH2:19][C@H:15]2[C:12]2[N:11]=[C:10]([CH2:9][NH:8][C:6](=[O:5])[CH2:56][CH2:55][N:54]([CH3:60])[CH3:53])[O:14][N:13]=2)=[O:24])=[CH:26][CH:27]=1, predict the reactants needed to synthesize it. The reactants are: C([O:5][C:6]([NH:8][CH2:9][C:10]1[O:14][N:13]=[C:12]([C@@H:15]2[CH2:19][C:18](=[N:20][O:21][CH3:22])[CH2:17][N:16]2[C:23]([C:25]2[CH:30]=[CH:29][C:28]([C:31]3[CH:36]=[CH:35][CH:34]=[CH:33][CH:32]=3)=[CH:27][CH:26]=2)=[O:24])[N:11]=1)=O)(C)(C)C.C(O)(C(F)(F)F)=O.C(Cl)Cl.C(=O)([O-])[O-].[Na+].[Na+].[CH3:53][N:54]([CH3:60])[CH2:55][CH2:56]C(O)=O.C(Cl)CCl. (6) Given the product [CH:20]1(/[C:13](/[C:14]2[CH:19]=[CH:18][CH:17]=[CH:16][CH:15]=2)=[C:12](/[C:9]2[CH:8]=[CH:7][C:6]([CH:2]=[O:1])=[N:11][CH:10]=2)\[C:24]2[CH:25]=[C:26]3[C:30](=[CH:31][CH:32]=2)[NH:29][N:28]=[C:27]3[F:39])[CH2:23][CH2:22][CH2:21]1, predict the reactants needed to synthesize it. The reactants are: [O:1]1CCO[CH:2]1[C:6]1[N:11]=[CH:10][C:9](/[C:12](/[C:24]2[CH:25]=[C:26]3[C:30](=[CH:31][CH:32]=2)[N:29](C2CCCCO2)[N:28]=[C:27]3[F:39])=[C:13](/[CH:20]2[CH2:23][CH2:22][CH2:21]2)\[C:14]2[CH:19]=[CH:18][CH:17]=[CH:16][CH:15]=2)=[CH:8][CH:7]=1. (7) Given the product [CH2:9]([O:11][C:12](=[O:20])[C:13]1[CH:18]=[CH:17][C:16]([N:5]2[CH:6]=[C:2]([Br:1])[C:3]([C:7]#[N:8])=[N:4]2)=[CH:15][CH:14]=1)[CH3:10], predict the reactants needed to synthesize it. The reactants are: [Br:1][C:2]1[C:3]([C:7]#[N:8])=[N:4][NH:5][CH:6]=1.[CH2:9]([O:11][C:12](=[O:20])[C:13]1[CH:18]=[CH:17][C:16](F)=[CH:15][CH:14]=1)[CH3:10].C(=O)([O-])[O-].[Cs+].[Cs+].O.